From a dataset of Rat liver microsome stability data. Regression/Classification. Given a drug SMILES string, predict its absorption, distribution, metabolism, or excretion properties. Task type varies by dataset: regression for continuous measurements (e.g., permeability, clearance, half-life) or binary classification for categorical outcomes (e.g., BBB penetration, CYP inhibition). Dataset: rlm. (1) The result is 0 (unstable in rat liver microsomes). The molecule is COc1ccc(-n2nc(C3CCCN(C(=O)c4ccccc4F)C3)nc2O)cc1. (2) The compound is CC#Cc1cnc(N2CCC[C@@H](N)C2)n(Cc2ccccc2C#N)c1=O. The result is 0 (unstable in rat liver microsomes).